This data is from Forward reaction prediction with 1.9M reactions from USPTO patents (1976-2016). The task is: Predict the product of the given reaction. The product is: [CH2:1]([O:3][C:4]([C:6]1([C:9]2[CH:10]=[CH:11][C:12]([C:15]3[CH:20]=[CH:19][C:18]([C:21]4[O:25][N:24]=[C:23]([CH3:26])[C:22]=4[NH:27][C:29]4[CH:30]=[CH:31][CH:32]=[C:33]([C:35]([N:37]5[CH2:38][CH2:39][N:40]([CH3:43])[CH2:41][CH2:42]5)=[O:36])[N:34]=4)=[CH:17][CH:16]=3)=[CH:13][CH:14]=2)[CH2:8][CH2:7]1)=[O:5])[CH3:2]. Given the reactants [CH2:1]([O:3][C:4]([C:6]1([C:9]2[CH:14]=[CH:13][C:12]([C:15]3[CH:20]=[CH:19][C:18]([C:21]4[O:25][N:24]=[C:23]([CH3:26])[C:22]=4[NH2:27])=[CH:17][CH:16]=3)=[CH:11][CH:10]=2)[CH2:8][CH2:7]1)=[O:5])[CH3:2].Br[C:29]1[N:34]=[C:33]([C:35]([N:37]2[CH2:42][CH2:41][N:40]([CH3:43])[CH2:39][CH2:38]2)=[O:36])[CH:32]=[CH:31][CH:30]=1, predict the reaction product.